From a dataset of Catalyst prediction with 721,799 reactions and 888 catalyst types from USPTO. Predict which catalyst facilitates the given reaction. Product: [CH3:15][O:16][C:17](=[O:25])[C:18]1[CH:23]=[CH:22][CH:21]=[C:20]([NH:24][C:10](=[O:12])[CH2:9][O:8][C:7]2[CH:6]=[CH:5][C:4]([N+:1]([O-:3])=[O:2])=[CH:14][CH:13]=2)[CH:19]=1. Reactant: [N+:1]([C:4]1[CH:14]=[CH:13][C:7]([O:8][CH2:9][C:10]([OH:12])=O)=[CH:6][CH:5]=1)([O-:3])=[O:2].[CH3:15][O:16][C:17](=[O:25])[C:18]1[CH:23]=[CH:22][CH:21]=[C:20]([NH2:24])[CH:19]=1.C1C=CC2N(O)N=NC=2C=1.CCN(C(C)C)C(C)C.C(Cl)CCl. The catalyst class is: 3.